From a dataset of Catalyst prediction with 721,799 reactions and 888 catalyst types from USPTO. Predict which catalyst facilitates the given reaction. (1) Reactant: [CH2:1]([O:3][C:4]1[CH:5]=[C:6]([C:20]2[CH:25]=[CH:24][C:23]([CH2:26][C:27]([NH:29][C:30]3[NH:34][N:33]=[C:32]([C:35]([CH3:41])([CH3:40])[C:36]([F:39])([F:38])[F:37])[CH:31]=3)=[O:28])=[C:22]([F:42])[CH:21]=2)[CH:7]=[N:8][C:9]=1[O:10]CC1C=CC(OC)=CC=1)[CH3:2].C(Cl)[Cl:44].O.C(#N)C. Product: [ClH:44].[CH2:1]([O:3][C:4]1[C:9](=[O:10])[NH:8][CH:7]=[C:6]([C:20]2[CH:25]=[CH:24][C:23]([CH2:26][C:27]([NH:29][C:30]3[NH:34][N:33]=[C:32]([C:35]([CH3:41])([CH3:40])[C:36]([F:38])([F:39])[F:37])[CH:31]=3)=[O:28])=[C:22]([F:42])[CH:21]=2)[CH:5]=1)[CH3:2]. The catalyst class is: 67. (2) Reactant: [F:11][C:10]([F:13])([F:12])[S:7](O[S:7]([C:10]([F:13])([F:12])[F:11])(=[O:9])=[O:8])(=[O:9])=[O:8].[Cl:16][C:17]1[C:18]([CH3:36])=[C:19]([S:23]([NH:26][C:27]2[S:28][CH:29]=[C:30]([CH2:32][CH2:33][NH:34][CH3:35])[N:31]=2)(=[O:25])=[O:24])[CH:20]=[CH:21][CH:22]=1. The catalyst class is: 2. Product: [Cl:16][C:17]1[C:18]([CH3:36])=[C:19]([S:23]([NH:26][C:27]2[S:28][CH:29]=[C:30]([CH2:32][CH2:33][N:34]([CH3:35])[S:7]([C:10]([F:11])([F:12])[F:13])(=[O:8])=[O:9])[N:31]=2)(=[O:24])=[O:25])[CH:20]=[CH:21][CH:22]=1. (3) Reactant: [CH3:1][C@@H:2]1[CH2:6][CH2:5][CH2:4][N:3]1[CH2:7][CH2:8][C:9]1[CH:14]=[CH:13][C:12]([C:15]2[CH:20]=[CH:19][C:18]([CH2:21][CH2:22][C:23](O)=[O:24])=[CH:17][CH:16]=2)=[CH:11][CH:10]=1.Cl.[NH2:27][CH2:28][C:29]([O:31][CH3:32])=[O:30].CN(C(ON1N=NC2C=CC=NC1=2)=[N+](C)C)C.F[P-](F)(F)(F)(F)F.Cl. Product: [CH3:1][C@@H:2]1[CH2:6][CH2:5][CH2:4][N:3]1[CH2:7][CH2:8][C:9]1[CH:14]=[CH:13][C:12]([C:15]2[CH:16]=[CH:17][C:18]([CH2:21][CH2:22][C:23]([NH:27][CH2:28][C:29]([O:31][CH3:32])=[O:30])=[O:24])=[CH:19][CH:20]=2)=[CH:11][CH:10]=1. The catalyst class is: 841. (4) Reactant: [F:1][C:2]1[CH:7]=[CH:6][C:5]([CH2:8][CH2:9][C:10]([OH:12])=O)=[CH:4][CH:3]=1.O.O[N:15]1C2C=CC=CC=2N=N1.Cl.Cl.CN(C)CCCN=C=NCC.[CH3:37][C:38]1([C:44]2[CH:45]=[C:46]([NH:50][S:51]([CH3:54])(=[O:53])=[O:52])[CH:47]=[CH:48][CH:49]=2)[CH:43]2[CH:39]1[CH2:40][NH:41][CH2:42]2.C(N(CC)CC)C. Product: [NH3:15].[F:1][C:2]1[CH:3]=[CH:4][C:5]([CH2:8][CH2:9][C:10]([N:41]2[CH2:42][CH:43]3[CH:39]([C:38]3([C:44]3[CH:45]=[C:46]([NH:50][S:51]([CH3:54])(=[O:53])=[O:52])[CH:47]=[CH:48][CH:49]=3)[CH3:37])[CH2:40]2)=[O:12])=[CH:6][CH:7]=1. The catalyst class is: 9. (5) Reactant: P(CCCC)(CCCC)CCCC.Br[C:15]1[S:16][CH:17]=[C:18]([C:20]([O:22][CH2:23][CH3:24])=[O:21])[N:19]=1.C([O-])([O-])=O.[K+].[K+].C(=O)([S:33][CH2:34][CH2:35][C@H:36]1[C@@H:40]([O:41][S:42]([CH3:45])(=[O:44])=[O:43])[CH2:39][C@@H:38]([O:46][CH:47]2[CH2:52][CH2:51][CH2:50][CH2:49][O:48]2)[C@@H:37]1[CH2:53][CH2:54][CH2:55][CH2:56][CH2:57][CH2:58][CH2:59][CH3:60])C. Product: [CH3:45][S:42]([O:41][C@@H:40]1[C@H:36]([CH2:35][CH2:34][S:33][C:15]2[S:16][CH:17]=[C:18]([C:20]([O:22][CH2:23][CH3:24])=[O:21])[N:19]=2)[C@@H:37]([CH2:53][CH2:54][CH2:55][CH2:56][CH2:57][CH2:58][CH2:59][CH3:60])[C@H:38]([O:46][CH:47]2[CH2:52][CH2:51][CH2:50][CH2:49][O:48]2)[CH2:39]1)(=[O:43])=[O:44]. The catalyst class is: 40. (6) Reactant: [CH:1]([C:4]1[CH:9]=[CH:8][C:7]([C:10]2[S:11][C:12]([C:17]3[CH:22]=[CH:21][CH:20]=[CH:19][CH:18]=3)=[CH:13][C:14](=O)[CH:15]=2)=[CH:6][CH:5]=1)([CH3:3])[CH3:2].[CH3:23][Mg]Br.C(O)(=O)C.[F:30][P-:31]([F:36])([F:35])([F:34])([F:33])[F:32].[H+]. Product: [F:30][P-:31]([F:36])([F:35])([F:34])([F:33])[F:32].[CH:1]([C:4]1[CH:9]=[CH:8][C:7]([C:10]2[CH:15]=[C:14]([CH3:23])[CH:13]=[C:12]([C:17]3[CH:22]=[CH:21][CH:20]=[CH:19][CH:18]=3)[S+:11]=2)=[CH:6][CH:5]=1)([CH3:3])[CH3:2]. The catalyst class is: 30.